From a dataset of Experimental lipophilicity measurements (octanol/water distribution) for 4,200 compounds from AstraZeneca. Regression/Classification. Given a drug SMILES string, predict its absorption, distribution, metabolism, or excretion properties. Task type varies by dataset: regression for continuous measurements (e.g., permeability, clearance, half-life) or binary classification for categorical outcomes (e.g., BBB penetration, CYP inhibition). For this dataset (lipophilicity_astrazeneca), we predict Y. (1) The drug is Cc1cccc(C)c1OCC(C)N. The Y is 0.620 logD. (2) The molecule is CN[C@H]1CCN(C(=O)c2ccc(Nc3nccc(-c4cnc(C)n4C(C)C)n3)cc2)C1. The Y is 1.22 logD. (3) The drug is CCN(c1ccnc(Nc2cc(N3CCOCC3)cc(N3CCOCC3)c2)n1)c1cc(CO)ccc1C. The Y is 3.80 logD. (4) The compound is O=S(=O)(CCCNCCc1ccc(O)c2nc(O)sc12)NCCSCCc1ccccc1. The Y is 1.77 logD. (5) The compound is CC[C@H](CO)Nc1nc(SCc2ccccc2)nc2nc(N)sc12. The Y is 3.27 logD. (6) The compound is NC(=O)Nc1sc(-c2ccc(OCCN3CCCCC3)cc2)cc1C(N)=O. The Y is 1.20 logD. (7) The molecule is C[C@H](CO)Nc1nc(SCc2ccccc2)nc2[nH]c(=O)[nH]c12. The Y is 2.75 logD. (8) The compound is C=CCn1c(=O)c2c(-c3cc(C#N)cn3C)n(Cc3ccnc4ccc(Cl)cc34)nc2n(CC2CC2)c1=O. The Y is 4.27 logD. (9) The drug is O=C(NCc1ccncc1)c1ccc(Oc2ccccc2)cc1. The Y is 3.26 logD. (10) The drug is O=C(Nc1ccc(N2CCOCC2)c(F)c1)c1nnc(Nc2ccccc2F)o1. The Y is 3.60 logD.